Dataset: Catalyst prediction with 721,799 reactions and 888 catalyst types from USPTO. Task: Predict which catalyst facilitates the given reaction. Product: [CH3:26][S:23]([NH:22][C:20]1[CH:21]=[C:16]([CH:17]=[C:18]([CH2:27][CH3:28])[CH:19]=1)[CH2:15][NH:14][CH2:13][CH2:12][N:7]1[CH:6]([CH2:30][C:31]2[CH:36]=[CH:35][C:34]([F:37])=[CH:33][CH:32]=2)[CH2:5][C:4]2[C:9](=[CH:10][CH:11]=[C:2]([F:1])[CH:3]=2)[CH2:8]1)(=[O:25])=[O:24]. The catalyst class is: 1. Reactant: [F:1][C:2]1[CH:3]=[C:4]2[C:9](=[CH:10][CH:11]=1)[CH2:8][N:7]([CH2:12][CH2:13][NH:14][C:15](=O)[C:16]1[CH:21]=[C:20]([NH:22][S:23]([CH3:26])(=[O:25])=[O:24])[CH:19]=[C:18]([CH2:27][CH3:28])[CH:17]=1)[CH:6]([CH2:30][C:31]1[CH:36]=[CH:35][C:34]([F:37])=[CH:33][CH:32]=1)[CH2:5]2.Cl.C(=O)(O)[O-].[Na+].